From a dataset of Full USPTO retrosynthesis dataset with 1.9M reactions from patents (1976-2016). Predict the reactants needed to synthesize the given product. (1) Given the product [OH:28][CH2:27][CH2:26][CH2:25][NH:24][C:2]1[N:7]2[N:8]=[C:9]([NH:11][C:12](=[O:19])[C:13]3[CH:18]=[CH:17][CH:16]=[N:15][CH:14]=3)[N:10]=[C:6]2[CH:5]=[C:4]([C:20]([F:23])([F:22])[F:21])[CH:3]=1, predict the reactants needed to synthesize it. The reactants are: Cl[C:2]1[N:7]2[N:8]=[C:9]([NH:11][C:12](=[O:19])[C:13]3[CH:18]=[CH:17][CH:16]=[N:15][CH:14]=3)[N:10]=[C:6]2[CH:5]=[C:4]([C:20]([F:23])([F:22])[F:21])[CH:3]=1.[NH2:24][CH2:25][CH2:26][CH2:27][OH:28]. (2) Given the product [CH3:24][O:23][CH2:22][CH2:21][CH2:20][N:1]1[C:9]2[CH:8]=[C:7]([C:10]([O:12][C:13]([CH3:16])([CH3:15])[CH3:14])=[O:11])[N:6]=[CH:5][C:4]=2[CH:3]=[CH:2]1, predict the reactants needed to synthesize it. The reactants are: [NH:1]1[C:9]2[CH:8]=[C:7]([C:10]([O:12][C:13]([CH3:16])([CH3:15])[CH3:14])=[O:11])[N:6]=[CH:5][C:4]=2[CH:3]=[CH:2]1.[H-].[Na+].Br[CH2:20][CH2:21][CH2:22][O:23][CH3:24].O. (3) The reactants are: [CH2:1]([O:3][C:4]1[CH:17]=[CH:16][C:7](/[CH:8]=[C:9]2/[C:10](=[O:15])[NH:11][C:12](=[O:14])[S:13]/2)=[CH:6][CH:5]=1)[CH3:2].[N:18]1[CH:23]=[CH:22][CH:21]=[C:20]([CH2:24]Cl)[CH:19]=1.Cl.[I-].[Na+].C(=O)([O-])[O-].[K+].[K+].C(OC1C=CC(/C=C2/C(=O)N(CCC)C(=O)S/2)=CC=1)C. Given the product [CH2:1]([O:3][C:4]1[CH:17]=[CH:16][C:7](/[CH:8]=[C:9]2/[C:10](=[O:15])[N:11]([CH2:24][C:20]3[CH:19]=[N:18][CH:23]=[CH:22][CH:21]=3)[C:12](=[O:14])[S:13]/2)=[CH:6][CH:5]=1)[CH3:2], predict the reactants needed to synthesize it. (4) Given the product [F:14][C:15]1[CH:16]=[C:17]([CH:18]=[CH:19][C:20]=1[O:21][C:22]1[CH:27]=[CH:26][C:25]([F:28])=[C:24]([C:29]([F:32])([F:30])[F:31])[CH:23]=1)[CH2:33][O:34][C:2]1[CH:12]=[C:6]2[N:7]([CH3:11])[CH2:8][CH2:9][CH2:10][N:5]2[C:4](=[O:13])[N:3]=1, predict the reactants needed to synthesize it. The reactants are: Cl[C:2]1[CH:12]=[C:6]2[N:7]([CH3:11])[CH2:8][CH2:9][CH2:10][N:5]2[C:4](=[O:13])[N:3]=1.[F:14][C:15]1[CH:16]=[C:17]([CH2:33][OH:34])[CH:18]=[CH:19][C:20]=1[O:21][C:22]1[CH:27]=[CH:26][C:25]([F:28])=[C:24]([C:29]([F:32])([F:31])[F:30])[CH:23]=1.